Dataset: Reaction yield outcomes from USPTO patents with 853,638 reactions. Task: Predict the reaction yield, written as a fraction of the theoretical maximum amount of product (1.0 means a 100% yield; for example, 0.34 means a 34% yield). (1) The reactants are [BH4-].[Na+].[F:3][C:4]1[CH:5]=[C:6]([C:34](=[O:36])[CH3:35])[CH:7]=[CH:8][C:9]=1[N:10]1[CH2:15][CH2:14][N:13]([C:16]([C:18]2[CH:23]=[C:22]([S:24]([CH3:27])(=[O:26])=[O:25])[CH:21]=[CH:20][C:19]=2[C:28]2[CH:33]=[CH:32][CH:31]=[CH:30][CH:29]=2)=[O:17])[CH2:12][CH2:11]1. The catalyst is CO. The product is [F:3][C:4]1[CH:5]=[C:6]([CH:34]([OH:36])[CH3:35])[CH:7]=[CH:8][C:9]=1[N:10]1[CH2:11][CH2:12][N:13]([C:16]([C:18]2[CH:23]=[C:22]([S:24]([CH3:27])(=[O:26])=[O:25])[CH:21]=[CH:20][C:19]=2[C:28]2[CH:29]=[CH:30][CH:31]=[CH:32][CH:33]=2)=[O:17])[CH2:14][CH2:15]1. The yield is 0.960. (2) The reactants are [Br:1]Br.[NH2:3][C:4]1[N:11]=[CH:10][CH:9]=[CH:8][C:5]=1[C:6]#[N:7]. The catalyst is CC(O)=O.CCOCC. The product is [NH2:3][C:4]1[N:11]=[CH:10][C:9]([Br:1])=[CH:8][C:5]=1[C:6]#[N:7]. The yield is 0.780.